This data is from Forward reaction prediction with 1.9M reactions from USPTO patents (1976-2016). The task is: Predict the product of the given reaction. (1) The product is: [Cl:1][C:2]1[C:10]2[CH:9]([CH2:11][C:12]([OH:14])=[O:13])[O:8][B:7]([OH:17])[C:6]=2[CH:5]=[C:4]([O:18][C:19]2[CH:24]=[N:23][CH:22]=[CH:21][N:20]=2)[CH:3]=1. Given the reactants [Cl:1][C:2]1[C:10]2[CH:9]([CH2:11][C:12]([O:14]CC)=[O:13])[O:8][B:7]([OH:17])[C:6]=2[CH:5]=[C:4]([O:18][C:19]2[CH:24]=[N:23][CH:22]=[CH:21][N:20]=2)[CH:3]=1.[OH-].[Li+].Cl, predict the reaction product. (2) Given the reactants [NH:1]1[CH2:5][CH2:4][CH2:3][C@H:2]1[CH2:6][O:7][C:8]1[CH:9]=[C:10]([C:18]([O:20][CH3:21])=[O:19])[C:11](=[CH:16][CH:17]=1)[C:12]([O:14][CH3:15])=[O:13].[CH3:22][O:23][C:24]1[CH:25]=[C:26]([CH2:41][C:42](O)=[O:43])[CH:27]=[CH:28][C:29]=1[NH:30][C:31]([NH:33][C:34]1[CH:39]=[CH:38][CH:37]=[CH:36][C:35]=1[CH3:40])=[O:32].CCN(CC)CC, predict the reaction product. The product is: [CH3:22][O:23][C:24]1[CH:25]=[C:26]([CH2:41][C:42]([N:1]2[CH2:5][CH2:4][CH2:3][C@H:2]2[CH2:6][O:7][C:8]2[CH:9]=[C:10]([C:18]([O:20][CH3:21])=[O:19])[C:11](=[CH:16][CH:17]=2)[C:12]([O:14][CH3:15])=[O:13])=[O:43])[CH:27]=[CH:28][C:29]=1[NH:30][C:31]([NH:33][C:34]1[CH:39]=[CH:38][CH:37]=[CH:36][C:35]=1[CH3:40])=[O:32].